Dataset: Reaction yield outcomes from USPTO patents with 853,638 reactions. Task: Predict the reaction yield, written as a fraction of the theoretical maximum amount of product (1.0 means a 100% yield; for example, 0.34 means a 34% yield). (1) The reactants are [CH3:1][C:2]1[S:3][C:4]([C:8](O)=O)=[C:5]([CH3:7])[N:6]=1.CN(C(ON1N=NC2C=CC=NC1=2)=[N+](C)C)C.F[P-](F)(F)(F)(F)F.C(N(CC)C(C)C)(C)C.[Br:44][C:45]1[CH:46]=[C:47]([NH2:52])[C:48]([NH2:51])=[CH:49][CH:50]=1. The catalyst is C(OCC)(=O)C.CN(C=O)C. The product is [Br:44][C:45]1[CH:50]=[CH:49][C:48]2[N:51]=[C:8]([C:4]3[S:3][C:2]([CH3:1])=[N:6][C:5]=3[CH3:7])[NH:52][C:47]=2[CH:46]=1. The yield is 0.730. (2) The reactants are [Br:1][C:2]1[CH:3]=[C:4]([C:11]2[NH:12][C:13]3[C:18]([CH:19]=2)=[C:17]([F:20])[CH:16]=[CH:15][CH:14]=3)[C:5]([CH2:8][CH2:9]Cl)=[N:6][CH:7]=1.C(=O)([O-])[O-].[Cs+].[Cs+]. The catalyst is CN(C=O)C. The product is [Br:1][C:2]1[CH:7]=[N:6][C:5]2[CH2:8][CH2:9][N:12]3[C:13]4[CH:14]=[CH:15][CH:16]=[C:17]([F:20])[C:18]=4[CH:19]=[C:11]3[C:4]=2[CH:3]=1. The yield is 0.836. (3) The reactants are Cl[C:2]1[C:3]([NH2:9])=[N:4][CH:5]=[N:6][C:7]=1Cl.[O:10]([C:17]1[CH:22]=[CH:21][C:20](B(O)O)=[CH:19][CH:18]=1)[C:11]1[CH:16]=[CH:15][CH:14]=[CH:13][CH:12]=1.[OH:26][CH:27]1[CH2:40][C:29]2([CH2:32][N:31]([C:33]([O:35]C(C)(C)C)=O)[CH2:30]2)[CH2:28]1.[F:41][C:42]1([F:52])[CH2:45][N:44]([CH2:46]/[CH:47]=[CH:48]/C(O)=O)[CH2:43]1. No catalyst specified. The product is [NH2:9][C:3]1[N:4]=[CH:5][N:6]=[C:7]([O:26][CH:27]2[CH2:28][C:29]3([CH2:30][N:31]([C:33](=[O:35])/[CH:48]=[CH:47]/[CH2:46][N:44]4[CH2:45][C:42]([F:52])([F:41])[CH2:43]4)[CH2:32]3)[CH2:40]2)[C:2]=1[C:14]1[CH:15]=[CH:16][C:11]([O:10][C:17]2[CH:22]=[CH:21][CH:20]=[CH:19][CH:18]=2)=[CH:12][CH:13]=1. The yield is 0.0270. (4) The reactants are [CH3:1][O:2][C:3]1[CH:4]=[C:5]2[C:10](=[CH:11][C:12]=1[O:13][CH3:14])[N:9]=[CH:8][N:7]=[C:6]2[O:15][C:16]1[CH:22]=[CH:21][C:19]([NH2:20])=[CH:18][CH:17]=1.Cl[C:24](Cl)([O:26][C:27](=[O:33])OC(Cl)(Cl)Cl)Cl.[CH2:35](O)[CH2:36][CH2:37][CH2:38][CH2:39]C.C(=O)(O)[O-].[Na+]. The catalyst is C(Cl)Cl.C(N(CC)CC)C.C1(C)C=CC=CC=1. The product is [CH3:1][O:2][C:3]1[CH:4]=[C:5]2[C:10](=[CH:11][C:12]=1[O:13][CH3:14])[N:9]=[CH:8][N:7]=[C:6]2[O:15][C:16]1[CH:22]=[CH:21][C:19]([NH:20][C:27](=[O:33])[O:26][CH2:24][CH2:35][CH2:36][CH2:37][CH2:38][CH3:39])=[CH:18][CH:17]=1. The yield is 0.820. (5) The yield is 0.270. The reactants are [C:1]([N:3]=[C:4](OC1C=CC=CC=1)[NH:5][C:6]1[CH:11]=[CH:10][CH:9]=[C:8]([F:12])[CH:7]=1)#[N:2].ClC1C=C(NC(=NC#N)OC2C=CC=CC=2)C=CC=1.[CH3:39][C:40]1[C:48]2[C:47]([N:49]3[CH2:54][CH2:53][NH:52][C@@H:51]([CH3:55])[CH2:50]3)=[N:46][CH:45]=[N:44][C:43]=2[NH:42][CH:41]=1.C(N(CC)C(C)C)(C)C. The catalyst is C(#N)C. The product is [C:1]([N:3]=[C:4]([N:52]1[CH2:53][CH2:54][N:49]([C:47]2[C:48]3[C:40]([CH3:39])=[CH:41][NH:42][C:43]=3[N:44]=[CH:45][N:46]=2)[CH2:50][C@@H:51]1[CH3:55])[NH:5][C:6]1[CH:11]=[CH:10][CH:9]=[C:8]([F:12])[CH:7]=1)#[N:2]. (6) The reactants are [NH2:1][C:2]1[C:17]([Br:18])=[CH:16][C:5]2[C:6]([C:12](=[O:15])[NH:13][CH3:14])=[C:7](B(O)O)[O:8][C:4]=2[CH:3]=1.C1C(=O)N([I:26])C(=O)C1. The catalyst is CC#N. The product is [NH2:1][C:2]1[C:17]([Br:18])=[CH:16][C:5]2[C:6]([C:12]([NH:13][CH3:14])=[O:15])=[C:7]([I:26])[O:8][C:4]=2[CH:3]=1. The yield is 0.800. (7) The reactants are [NH:1]1[C:9]2[C:4](=[CH:5][CH:6]=[C:7]([C:10]([O:12][CH3:13])=[O:11])[CH:8]=2)[CH:3]=[CH:2]1.N1C2C(=CC=CC=2)C=[C:15]1C(OCC)=O. No catalyst specified. The product is [CH3:15][N:1]1[C:9]2[C:4](=[CH:5][CH:6]=[C:7]([C:10]([O:12][CH3:13])=[O:11])[CH:8]=2)[CH:3]=[CH:2]1. The yield is 0.950. (8) The reactants are [NH2:1][C:2]1[CH:14]=[CH:13][C:12]([Cl:15])=[CH:11][C:3]=1[C:4]([NH:6]C(C)(C)C)=O.[F:16][C:17]([F:28])([F:27])[C:18](O[C:18](=[O:19])[C:17]([F:28])([F:27])[F:16])=[O:19]. The catalyst is ClCCl. The product is [Cl:15][C:12]1[CH:13]=[CH:14][C:2]([NH:1][C:18](=[O:19])[C:17]([F:28])([F:27])[F:16])=[C:3]([C:4]#[N:6])[CH:11]=1. The yield is 0.820. (9) The reactants are [CH3:1][O:2][CH2:3][CH2:4][O:5][CH2:6][C:7](=[S:9])[NH2:8].C([CH:12](Br)[C:13](=O)[C:14]([O-:16])=[O:15])C.[CH2:19](O)[CH3:20]. No catalyst specified. The product is [CH3:1][O:2][CH2:3][CH2:4][O:5][CH2:6][C:7]1[S:9][CH:12]=[C:13]([C:14]([O:16][CH2:19][CH3:20])=[O:15])[N:8]=1. The yield is 0.810.